From a dataset of Full USPTO retrosynthesis dataset with 1.9M reactions from patents (1976-2016). Predict the reactants needed to synthesize the given product. (1) Given the product [CH3:17][O:16][C:13]1[CH:14]=[CH:15][C:8]2[C:7]([O:6][C:5]3[CH:18]=[CH:19][C:2](/[CH:31]=[CH:30]/[C:29]([O:33][CH3:34])=[O:32])=[CH:3][CH:4]=3)=[CH:11][S:10][C:9]=2[CH:12]=1, predict the reactants needed to synthesize it. The reactants are: Br[C:2]1[CH:19]=[CH:18][C:5]([O:6][C:7]2[C:8]3[CH:15]=[CH:14][C:13]([O:16][CH3:17])=[CH:12][C:9]=3[S:10][CH:11]=2)=[CH:4][CH:3]=1.C(N(C(C)C)CC)(C)C.[C:29]([O:33][CH3:34])(=[O:32])[CH:30]=[CH2:31]. (2) Given the product [CH3:31][C:32]([CH3:36])([CH3:35])[CH2:33][NH:34][C:2]1[CH:3]=[C:4]([C:8]2[N:9]=[C:10]3[C:16]([C:17](=[O:22])[C:18]([CH3:21])([CH3:20])[CH3:19])=[CH:15][N:14]([CH2:23][O:24][CH2:25][CH2:26][Si:27]([CH3:30])([CH3:29])[CH3:28])[C:11]3=[N:12][CH:13]=2)[CH:5]=[CH:6][CH:7]=1, predict the reactants needed to synthesize it. The reactants are: I[C:2]1[CH:3]=[C:4]([C:8]2[N:9]=[C:10]3[C:16]([C:17](=[O:22])[C:18]([CH3:21])([CH3:20])[CH3:19])=[CH:15][N:14]([CH2:23][O:24][CH2:25][CH2:26][Si:27]([CH3:30])([CH3:29])[CH3:28])[C:11]3=[N:12][CH:13]=2)[CH:5]=[CH:6][CH:7]=1.[CH3:31][C:32]([CH3:36])([CH3:35])[CH2:33][NH2:34]. (3) Given the product [O:20]1[CH:21]=[CH:22][CH:23]=[C:19]1[C:4]([C:3]1[CH:7]=[C:8]([N+:11]([O-:13])=[O:12])[CH:9]=[CH:10][C:2]=1[Cl:1])=[O:5], predict the reactants needed to synthesize it. The reactants are: [Cl:1][C:2]1[CH:10]=[CH:9][C:8]([N+:11]([O-:13])=[O:12])=[CH:7][C:3]=1[C:4](Cl)=[O:5].C([Sn](CCCC)(CCCC)[C:19]1[O:20][CH:21]=[CH:22][CH:23]=1)CCC. (4) Given the product [CH:15]([C@:18]1([C:24]([N:26]2[CH2:31][CH2:30][N:29]([C:32]3[CH:33]=[CH:34][CH:35]=[C:3]([C:2]([F:7])([F:6])[F:1])[CH:37]=3)[CH2:28][CH2:27]2)=[O:25])[CH2:22][CH2:21][C@@H:20]([NH:23][CH:46]2[CH2:47][CH2:48][O:43][CH2:44][CH2:45]2)[CH2:19]1)([CH3:17])[CH3:16], predict the reactants needed to synthesize it. The reactants are: [F:1][C:2]([F:7])([F:6])[C:3](O)=O.FC(F)(F)C(O)=O.[CH:15]([C@:18]1([C:24]([N:26]2[CH2:31][CH2:30][N:29]([C:32]3[CH:37]=C[CH:35]=[C:34](CC(F)(F)F)[CH:33]=3)[CH2:28][CH2:27]2)=[O:25])[CH2:22][CH2:21][C@@H:20]([NH2:23])[CH2:19]1)([CH3:17])[CH3:16].[O:43]1[CH2:48][CH2:47][C:46](=O)[CH2:45][CH2:44]1.C(N(CC)CC)C.C(O[BH-](OC(=O)C)OC(=O)C)(=O)C.[Na+]. (5) Given the product [C:4]([C:3]([C:2](=[O:7])[CH3:1])([CH2:9][CH2:8][S:10]([CH3:13])(=[O:12])=[O:11])[CH2:9][CH2:8][S:10]([CH3:13])(=[O:12])=[O:11])(=[O:6])[CH3:5], predict the reactants needed to synthesize it. The reactants are: [CH3:1][C:2](=[O:7])[CH2:3][C:4](=[O:6])[CH3:5].[CH:8]([S:10]([CH3:13])(=[O:12])=[O:11])=[CH2:9].